This data is from Reaction yield outcomes from USPTO patents with 853,638 reactions. The task is: Predict the reaction yield, written as a fraction of the theoretical maximum amount of product (1.0 means a 100% yield; for example, 0.34 means a 34% yield). (1) The reactants are [NH2:1][C:2]1[CH:17]=[CH:16][C:5]([C:6]([O:8][CH2:9][C:10]2[CH:15]=[CH:14][CH:13]=[CH:12][CH:11]=2)=[O:7])=[C:4]([O:18][CH2:19][C:20]2[CH:25]=[CH:24][CH:23]=[CH:22][CH:21]=2)[CH:3]=1.[Br:26][C:27]1[CH:34]=[CH:33][C:30]([CH:31]=O)=[CH:29][CH:28]=1. No catalyst specified. The product is [CH2:19]([O:18][C:4]1[CH:3]=[C:2]([NH:1][CH2:31][C:30]2[CH:33]=[CH:34][C:27]([Br:26])=[CH:28][CH:29]=2)[CH:17]=[CH:16][C:5]=1[C:6]([O:8][CH2:9][C:10]1[CH:15]=[CH:14][CH:13]=[CH:12][CH:11]=1)=[O:7])[C:20]1[CH:25]=[CH:24][CH:23]=[CH:22][CH:21]=1. The yield is 0.780. (2) The reactants are [CH:1]1([N:7]2[CH2:11][C@@H:10]([C:12]3C=CC=[CH:14][CH:13]=3)[N:9]([CH:18]3[CH2:23][CH2:22][NH:21][CH2:20][CH2:19]3)[C:8]2=[O:24])[CH2:6][CH2:5][CH2:4]C[CH2:2]1.[C:25](OC(=O)N[C@@H](CN)CC(C)C)(C)(C)C.C(OC(=O)N[C@H](C1C=CC=CC=1)CN)(C)(C)C.C1(=O)CCCC1.C1(=O)CCCCC1. No catalyst specified. The product is [CH:1]1([N:7]2[CH2:11][C@@H:10]([CH2:12][CH:13]([CH3:14])[CH3:25])[N:9]([CH:18]3[CH2:23][CH2:22][NH:21][CH2:20][CH2:19]3)[C:8]2=[O:24])[CH2:2][CH2:4][CH2:5][CH2:6]1. The yield is 0.450. (3) The reactants are C[O:2][C:3](=O)[C:4]1[CH:9]=[CH:8][C:7]([Br:10])=[CH:6][C:5]=1[CH2:11]Br.[NH3:14]. No catalyst specified. The product is [Br:10][C:7]1[CH:6]=[C:5]2[C:4](=[CH:9][CH:8]=1)[C:3](=[O:2])[NH:14][CH2:11]2. The yield is 0.650. (4) The reactants are Cl.[N:2]1[CH2:7][CH2:6][CH2:5][CH2:4][C:3]=1[NH2:8].C(=O)([O-])[O-].[K+].[K+].[N:15]1[CH:20]=[CH:19][C:18]([C:21](=O)[CH2:22][C:23](OCC)=[O:24])=[N:17][CH:16]=1. The catalyst is C(O)C. The product is [N:15]1[CH:20]=[CH:19][C:18]([C:21]2[N:8]=[C:3]3[CH2:4][CH2:5][CH2:6][CH2:7][N:2]3[C:23](=[O:24])[CH:22]=2)=[N:17][CH:16]=1. The yield is 0.220. (5) The reactants are [H-].[Na+].[C:3]([O:10][CH2:11][CH3:12])(=[O:9])[C:4]([O:6]CC)=O.[N:13]1[CH:18]=[CH:17][CH:16]=[C:15]([C:19](=[O:21])[CH3:20])[CH:14]=1. The catalyst is C1COCC1. The product is [CH2:11]([O:10][C:3](=[O:9])[C:4](=[O:6])[CH2:20][C:19](=[O:21])[C:15]1[CH:14]=[N:13][CH:18]=[CH:17][CH:16]=1)[CH3:12]. The yield is 0.890. (6) The reactants are Cl[C:2]1[N:3]=[C:4]2[CH:24]=[C:23]([Cl:25])[CH:22]=[N:21][C:5]2=[N:6][C:7]=1[N:8]1[CH2:13][CH2:12][N:11]([C:14]([O:16][C:17]([CH3:20])([CH3:19])[CH3:18])=[O:15])[CH2:10][CH2:9]1.O.[NH2:27][NH2:28]. The catalyst is CCO. The product is [Cl:25][C:23]1[CH:22]=[N:21][C:5]2=[N:6][C:7]([N:8]3[CH2:13][CH2:12][N:11]([C:14]([O:16][C:17]([CH3:20])([CH3:19])[CH3:18])=[O:15])[CH2:10][CH2:9]3)=[C:2]([NH:27][NH2:28])[N:3]=[C:4]2[CH:24]=1. The yield is 0.510. (7) The reactants are [F:1][C:2]1[CH:7]=[CH:6][C:5]([N:8]2[CH2:13][CH2:12][N:11]([S:14]([C:17]3[CH:22]=[CH:21][CH:20]=[C:19]([N:23]4[CH2:28][CH2:27][NH:26][CH2:25][CH2:24]4)[CH:18]=3)(=[O:16])=[O:15])[C@H:10]([CH3:29])[CH2:9]2)=[C:4]([C:30]([F:33])([F:32])[F:31])[CH:3]=1.[CH3:34][CH:35]=O.CC(O)=O.[BH3-]C#N.[Na+]. The catalyst is CO. The product is [CH2:34]([N:26]1[CH2:27][CH2:28][N:23]([C:19]2[CH:18]=[C:17]([S:14]([N:11]3[CH2:12][CH2:13][N:8]([C:5]4[CH:6]=[CH:7][C:2]([F:1])=[CH:3][C:4]=4[C:30]([F:31])([F:33])[F:32])[CH2:9][C@H:10]3[CH3:29])(=[O:16])=[O:15])[CH:22]=[CH:21][CH:20]=2)[CH2:24][CH2:25]1)[CH3:35]. The yield is 1.00. (8) The reactants are [C:1]([O:5][C:6](=[O:29])[NH:7][C@@H:8]([C:14]1[CH:19]=[CH:18][C:17]([O:20][Si:21]([C:24]([CH3:27])([CH3:26])[CH3:25])([CH3:23])[CH3:22])=[C:16]([Cl:28])[CH:15]=1)C(=O)C=[N+]=[N-])([CH3:4])([CH3:3])[CH3:2].[CH2:30]([O:33][C:34](=[O:43])[CH2:35][CH2:36]/[C:37](/[CH3:42])=[CH:38]/[CH2:39][CH2:40][OH:41])[CH:31]=[CH2:32].C(N(CC)CC)C.C1C[O:54][CH2:53][CH2:52]1. The catalyst is C([O-])(=O)C1C=CC=CC=1.[Ag+]. The product is [CH2:30]([O:33][C:34](=[O:43])[CH2:35][CH2:36]/[C:37](/[CH3:42])=[CH:38]/[CH2:39][CH2:40][O:41][C:53](=[O:54])[CH2:52][C@@H:8]([NH:7][C:6]([O:5][C:1]([CH3:3])([CH3:2])[CH3:4])=[O:29])[C:14]1[CH:19]=[CH:18][C:17]([O:20][Si:21]([C:24]([CH3:27])([CH3:26])[CH3:25])([CH3:22])[CH3:23])=[C:16]([Cl:28])[CH:15]=1)[CH:31]=[CH2:32]. The yield is 0.820. (9) The reactants are [CH3:1][CH:2]([CH3:22])[CH2:3][C@@H:4]([C:6]1[CH:11]=[CH:10][C:9]([C:12]2[CH:17]=[CH:16][C:15]([C:18]([F:21])([F:20])[F:19])=[CH:14][N:13]=2)=[CH:8][CH:7]=1)[NH2:5].F[C:24]1[CH:33]=[CH:32][C:27]([C:28]([O:30][CH3:31])=[O:29])=[CH:26][N:25]=1.P([O-])([O-])([O-])=O.[K+].[K+].[K+]. No catalyst specified. The product is [CH3:1][CH:2]([CH3:22])[CH2:3][C@H:4]([NH:5][C:24]1[CH:33]=[CH:32][C:27]([C:28]([O:30][CH3:31])=[O:29])=[CH:26][N:25]=1)[C:6]1[CH:7]=[CH:8][C:9]([C:12]2[CH:17]=[CH:16][C:15]([C:18]([F:21])([F:19])[F:20])=[CH:14][N:13]=2)=[CH:10][CH:11]=1. The yield is 0.620.